This data is from Full USPTO retrosynthesis dataset with 1.9M reactions from patents (1976-2016). The task is: Predict the reactants needed to synthesize the given product. Given the product [C:14]1([CH3:17])[CH:15]=[CH:16][C:11]([N:10]2[C:5]3=[N:6][CH:7]=[CH:8][CH:9]=[C:4]3[N:1]=[C:22]2[C:21]2[C:20]([NH2:19])=[N:27][CH:26]=[CH:25][CH:24]=2)=[CH:12][CH:13]=1, predict the reactants needed to synthesize it. The reactants are: [N+:1]([C:4]1[C:5]([NH:10][C:11]2[CH:16]=[CH:15][CH:14]=[CH:13][CH:12]=2)=[N:6][CH:7]=[CH:8][CH:9]=1)([O-])=O.[CH3:17]O.[NH2:19][C:20]1[N:27]=[CH:26][CH:25]=[CH:24][C:21]=1[CH:22]=O.[O-]S(S([O-])=O)=O.[Na+].[Na+].